The task is: Predict the reactants needed to synthesize the given product.. This data is from Full USPTO retrosynthesis dataset with 1.9M reactions from patents (1976-2016). (1) Given the product [Br:10][C:11]1[N:12]=[CH:13][C:14]([C:15]([C:3]2[C:4]3[C:5](=[N:6][CH:7]=[CH:8][CH:9]=3)[NH:1][CH:2]=2)=[O:16])=[CH:18][CH:19]=1, predict the reactants needed to synthesize it. The reactants are: [NH:1]1[C:5]2=[N:6][CH:7]=[CH:8][CH:9]=[C:4]2[CH:3]=[CH:2]1.[Br:10][C:11]1[CH:19]=[CH:18][C:14]([C:15](Cl)=[O:16])=[CH:13][N:12]=1.[Cl-].[Cl-].[Cl-].[Al+3]. (2) The reactants are: [Cl:1][C:2]1[N:10]=[C:9]2[C:5]([N:6]=[CH:7][N:8]2[C@@H:11]2[O:23][C@H:22]([CH2:24][O:25][CH:26]3[CH2:28][CH2:27]3)[C@@H:17]([O:18]C(=O)C)[C@H:12]2[O:13]C(=O)C)=[C:4](Cl)[N:3]=1.[CH:30]1([NH2:35])[CH2:34][CH2:33][CH2:32][CH2:31]1. Given the product [CH:30]1([NH:35][C:4]2[C:5]3[N:6]=[CH:7][N:8]([C:9]=3[N:10]=[C:2]([Cl:1])[N:3]=2)[C@@H:11]2[O:23][C@H:22]([CH2:24][O:25][CH:26]3[CH2:27][CH2:28]3)[C@@H:17]([OH:18])[C@H:12]2[OH:13])[CH2:34][CH2:33][CH2:32][CH2:31]1, predict the reactants needed to synthesize it.